From a dataset of Reaction yield outcomes from USPTO patents with 853,638 reactions. Predict the reaction yield, written as a fraction of the theoretical maximum amount of product (1.0 means a 100% yield; for example, 0.34 means a 34% yield). (1) The reactants are [F:1][C:2]1([F:15])[CH2:7][CH2:6][CH:5](/[CH:8]=[CH:9]/[C:10]([O:12][CH2:13][CH3:14])=[O:11])[CH2:4][CH2:3]1.[H][H]. The catalyst is C(O)C.[Pd]. The product is [F:1][C:2]1([F:15])[CH2:3][CH2:4][CH:5]([CH2:8][CH2:9][C:10]([O:12][CH2:13][CH3:14])=[O:11])[CH2:6][CH2:7]1. The yield is 0.990. (2) The reactants are [CH3:1][C:2]1[O:6][N:5]=[C:4]([C:7]2[CH:12]=[CH:11][CH:10]=[CH:9][CH:8]=2)[C:3]=1[CH2:13][O:14][C:15]1[CH:23]=[CH:22][C:18]([C:19]([OH:21])=O)=[CH:17][N:16]=1.[CH3:24][C:25]1([CH3:31])[CH2:30][O:29][CH2:28][CH2:27][NH:26]1. No catalyst specified. The product is [CH3:24][C:25]1([CH3:31])[CH2:30][O:29][CH2:28][CH2:27][N:26]1[C:19]([C:18]1[CH:17]=[N:16][C:15]([O:14][CH2:13][C:3]2[C:4]([C:7]3[CH:8]=[CH:9][CH:10]=[CH:11][CH:12]=3)=[N:5][O:6][C:2]=2[CH3:1])=[CH:23][CH:22]=1)=[O:21]. The yield is 0.250.